Dataset: Forward reaction prediction with 1.9M reactions from USPTO patents (1976-2016). Task: Predict the product of the given reaction. (1) The product is: [CH2:16]([O:15][CH2:14][N:10]1[C:3]2[C:2]([O:25][CH3:24])=[N:7][CH:6]=[N:5][C:4]=2[CH:8]=[CH:9]1)[C:17]1[CH:22]=[CH:21][CH:20]=[CH:19][CH:18]=1. Given the reactants Cl[C:2]1[C:3]2[NH:10][CH:9]=[CH:8][C:4]=2[N:5]=[CH:6][N:7]=1.[H-].[Na+].Cl[CH2:14][O:15][CH2:16][C:17]1[CH:22]=[CH:21][CH:20]=[CH:19][CH:18]=1.C[CH2:24][O:25]C(C)=O, predict the reaction product. (2) Given the reactants [CH2:1]([N:8]1[C:17]2[C:12](=[CH:13][CH:14]=[C:15]([OH:18])[CH:16]=2)[CH2:11][CH2:10][CH2:9]1)[C:2]1[CH:7]=[CH:6][CH:5]=[CH:4][CH:3]=1.[Cl-].[Mg+2].[Cl-].C(N(CC)CC)C.[CH2:29]=[O:30].[Cl-].[NH4+], predict the reaction product. The product is: [CH2:1]([N:8]1[C:17]2[C:12](=[CH:13][C:14]([CH:29]=[O:30])=[C:15]([OH:18])[CH:16]=2)[CH2:11][CH2:10][CH2:9]1)[C:2]1[CH:3]=[CH:4][CH:5]=[CH:6][CH:7]=1.